From a dataset of Reaction yield outcomes from USPTO patents with 853,638 reactions. Predict the reaction yield, written as a fraction of the theoretical maximum amount of product (1.0 means a 100% yield; for example, 0.34 means a 34% yield). (1) The reactants are FC(F)(F)C(O)=O.[Cl:8][C:9]1[CH:14]=[CH:13][C:12]([C:15]2([C:37]#[N:38])[CH:19]([CH2:20][C:21]([CH3:24])([CH3:23])[CH3:22])[NH:18][CH:17]([C:25]([OH:27])=O)[CH:16]2[C:28]2[CH:33]=[C:32]([Cl:34])[CH:31]=[CH:30][C:29]=2[O:35][CH3:36])=[C:11]([F:39])[CH:10]=1.CC1(C)[O:45][C@@H:44]([CH2:46][CH2:47][NH2:48])[CH2:43][O:42]1.CN(C(ON1N=NC2C=CC=NC1=2)=[N+](C)C)C.F[P-](F)(F)(F)(F)F.CCN(C(C)C)C(C)C.Cl. The catalyst is C(Cl)Cl.O1CCCC1. The product is [OH:45][C@H:44]([CH2:43][OH:42])[CH2:46][CH2:47][NH:48][C:25]([CH:17]1[CH:16]([C:28]2[CH:33]=[C:32]([Cl:34])[CH:31]=[CH:30][C:29]=2[O:35][CH3:36])[C:15]([C:12]2[CH:13]=[CH:14][C:9]([Cl:8])=[CH:10][C:11]=2[F:39])([C:37]#[N:38])[CH:19]([CH2:20][C:21]([CH3:24])([CH3:22])[CH3:23])[NH:18]1)=[O:27]. The yield is 0.0210. (2) The reactants are C[O:2][C:3](=O)[C:4]1[CH:9]=[C:8]([N+:10]([O-:12])=[O:11])[C:7]([NH2:13])=[C:6]([F:14])[C:5]=1[F:15].[NH4+:17].[OH-]. No catalyst specified. The product is [NH2:13][C:7]1[C:8]([N+:10]([O-:12])=[O:11])=[CH:9][C:4]([C:3]([NH2:17])=[O:2])=[C:5]([F:15])[C:6]=1[F:14]. The yield is 0.850. (3) The reactants are [C:1]([O-])([O-])=O.[K+].[K+].CI.[Br:9][C:10]1[CH:18]=[CH:17][C:13]([C:14]([OH:16])=[O:15])=[C:12]([NH:19][C:20]2[CH:25]=[CH:24][CH:23]=[CH:22][CH:21]=2)[CH:11]=1. The catalyst is CN(C=O)C.O. The product is [Br:9][C:10]1[CH:18]=[CH:17][C:13]([C:14]([O:16][CH3:1])=[O:15])=[C:12]([NH:19][C:20]2[CH:21]=[CH:22][CH:23]=[CH:24][CH:25]=2)[CH:11]=1. The yield is 0.960. (4) The reactants are [CH3:1][C:2]1[C:6]([N+:7]([O-])=O)=[CH:5][N:4]([CH2:10][C:11]#[N:12])[N:3]=1.[NH4+].[Cl-]. The catalyst is CO.O.[Fe]. The product is [NH2:7][C:6]1[C:2]([CH3:1])=[N:3][N:4]([CH2:10][C:11]#[N:12])[CH:5]=1. The yield is 0.150.